Dataset: Experimentally validated miRNA-target interactions with 360,000+ pairs, plus equal number of negative samples. Task: Binary Classification. Given a miRNA mature sequence and a target amino acid sequence, predict their likelihood of interaction. The miRNA is cel-miR-270 with sequence GGCAUGAUGUAGCAGUGGAG. The protein sequence of the target gene is MAQLYYKKVNYSPYRDRIPLQIVRAETELSAEEKAFLNAVEKGDYATVKQALQEAEIYYNVNINCMDPLGRSALLIAIENENLEIMELLLNHSVYVGDALLYAIRKEVVGAVELLLSYRRPSGEKQVPTLMMDTQFSEFTPDITPIMLAAHTNNYEIIKLLVQKRVTIPRPHQIRCNCVECVSSSEVDSLRHSRSRLNIYKALASPSLIALSSEDPILTAFRLGWELKELSKVENEFKAEYEELSQQCKLFAKDLLDQARSSRELEIILNHRDDHSEELDPQKYHDLAKLKVAIKYHQKE.... Result: 0 (no interaction).